From a dataset of Forward reaction prediction with 1.9M reactions from USPTO patents (1976-2016). Predict the product of the given reaction. (1) Given the reactants Cl[C:2]1C=CC(S(N2C(=O)/C(=C/C3C=C(Cl)C=CC=3OC)/CNC(=O)C2)(=O)=O)=CC=1C(OC)=O.ClC1C=CC(S(N2C(=O)/C(=C/C3C=C(Cl)C=CC=3OC)/CNC(=O)C2)(=O)=O)=CC=1C(O)=O.[Cl:66][C:67]1[CH:68]=[CH:69][C:70]([O:95][CH3:96])=[C:71]([CH:94]=1)[CH2:72][CH:73]1[C:79](=[O:80])[N:78]([C:81]([NH:83][C:84]2[CH:85]=[C:86]([CH:90]=[CH:91][CH:92]=2)[C:87]([OH:89])=[O:88])=[O:82])[CH2:77][C:76](=[O:93])[NH:75][CH2:74]1, predict the reaction product. The product is: [Cl:66][C:67]1[CH:68]=[CH:69][C:70]([O:95][CH3:96])=[C:71]([CH:94]=1)[CH2:72][CH:73]1[C:79](=[O:80])[N:78]([C:81]([NH:83][C:84]2[CH:85]=[C:86]([CH:90]=[CH:91][CH:92]=2)[C:87]([O:89][CH3:2])=[O:88])=[O:82])[CH2:77][C:76](=[O:93])[NH:75][CH2:74]1. (2) Given the reactants FC(F)(F)S(O[C:7]1[CH:12]=[CH:11][C:10]([N+:13]([O-:15])=[O:14])=[CH:9][CH:8]=1)(=O)=O.[O:18]1[CH2:23]COC[CH2:19]1.C(=O)([O-])[O-].[Cs+].[Cs+].C1(C)C=CC=CC=1P(C1C=CC=CC=1C)C1C=CC=CC=1C, predict the reaction product. The product is: [CH3:19][O:18][CH2:23][C:7]1[CH:12]=[CH:11][C:10]([N+:13]([O-:15])=[O:14])=[CH:9][CH:8]=1. (3) Given the reactants [CH2:1]([C:5]1([C:9]2[CH:16]=[CH:15][C:12]([CH:13]=[O:14])=[CH:11][CH:10]=2)[CH2:8][CH2:7][CH2:6]1)[CH2:2][CH2:3][CH3:4].C(C1(C2C=CC(C=O)=CC=2)CC1)C.[BH4-].[K+], predict the reaction product. The product is: [CH2:1]([C:5]1([C:9]2[CH:16]=[CH:15][C:12]([CH2:13][OH:14])=[CH:11][CH:10]=2)[CH2:6][CH2:7][CH2:8]1)[CH2:2][CH2:3][CH3:4]. (4) Given the reactants [CH:1]1([C:4]2[C:9]([C:10]3[CH:15]=[CH:14][N:13]=[C:12]([OH:16])[CH:11]=3)=[CH:8][C:7]([C:17]#[N:18])=[C:6]([N:19]3[CH2:24][CH2:23][N:22]([C:25](=[O:30])[CH2:26][CH2:27][O:28][CH3:29])[C@H:21]([CH3:31])[CH2:20]3)[N:5]=2)[CH2:3][CH2:2]1.[O:32](S(C(F)(F)F)(=O)=O)[S:33]([C:36]([F:39])([F:38])[F:37])(=O)=[O:34], predict the reaction product. The product is: [F:37][C:36]([F:39])([F:38])[S:33]([O:16][C:12]1[CH:11]=[C:10]([C:9]2[C:4]([CH:1]3[CH2:2][CH2:3]3)=[N:5][C:6]([N:19]3[CH2:24][CH2:23][N:22]([C:25](=[O:30])[CH2:26][CH2:27][O:28][CH3:29])[C@H:21]([CH3:31])[CH2:20]3)=[C:7]([C:17]#[N:18])[CH:8]=2)[CH:15]=[CH:14][N:13]=1)(=[O:34])=[O:32].